Dataset: Peptide-MHC class I binding affinity with 185,985 pairs from IEDB/IMGT. Task: Regression. Given a peptide amino acid sequence and an MHC pseudo amino acid sequence, predict their binding affinity value. This is MHC class I binding data. (1) The peptide sequence is ELRSLYNTV. The MHC is HLA-A02:01 with pseudo-sequence HLA-A02:01. The binding affinity (normalized) is 0. (2) The peptide sequence is NPVPVGNIY. The MHC is HLA-A69:01 with pseudo-sequence HLA-A69:01. The binding affinity (normalized) is 0.0847. (3) The peptide sequence is LAALGDTAW. The MHC is HLA-B57:01 with pseudo-sequence HLA-B57:01. The binding affinity (normalized) is 0.193. (4) The peptide sequence is SHLECRTFF. The MHC is HLA-B35:01 with pseudo-sequence HLA-B35:01. The binding affinity (normalized) is 0.0847. (5) The peptide sequence is TSPYPTGPGT. The MHC is Mamu-A01 with pseudo-sequence Mamu-A01. The binding affinity (normalized) is 0.634. (6) The binding affinity (normalized) is 0.230. The MHC is Mamu-A01 with pseudo-sequence Mamu-A01. The peptide sequence is SSADWSEAISL. (7) The peptide sequence is SLSLISHVV. The MHC is HLA-A23:01 with pseudo-sequence HLA-A23:01. The binding affinity (normalized) is 0.